The task is: Regression. Given a peptide amino acid sequence and an MHC pseudo amino acid sequence, predict their binding affinity value. This is MHC class II binding data.. This data is from Peptide-MHC class II binding affinity with 134,281 pairs from IEDB. (1) The peptide sequence is AAATAGTTVYGAGAA. The MHC is HLA-DQA10401-DQB10402 with pseudo-sequence HLA-DQA10401-DQB10402. The binding affinity (normalized) is 0.308. (2) The peptide sequence is PSEPWNTGHDWILAD. The MHC is DRB1_0301 with pseudo-sequence DRB1_0301. The binding affinity (normalized) is 0.674. (3) The peptide sequence is ITFLRPVLKAMHD. The MHC is DRB4_0101 with pseudo-sequence DRB4_0103. The binding affinity (normalized) is 0.488. (4) The peptide sequence is HAAIGAYLEEQEQWK. The binding affinity (normalized) is 0.389. The MHC is DRB5_0101 with pseudo-sequence DRB5_0101. (5) The peptide sequence is AYKTAEGATPEAKYD. The MHC is DRB1_0301 with pseudo-sequence DRB1_0301. The binding affinity (normalized) is 0. (6) The peptide sequence is RLIAFTSEHSHF. The MHC is DRB1_0405 with pseudo-sequence DRB1_0405. The binding affinity (normalized) is 0.525. (7) The peptide sequence is GFLNEDHWASRENSG. The MHC is HLA-DQA10201-DQB10303 with pseudo-sequence HLA-DQA10201-DQB10303. The binding affinity (normalized) is 0.287.